Dataset: Catalyst prediction with 721,799 reactions and 888 catalyst types from USPTO. Task: Predict which catalyst facilitates the given reaction. (1) Reactant: FC(F)(F)C(O)=O.[CH2:8]([N:15]1[C:19]2[CH:20]=[CH:21][C:22]3[N:23]([C:24]([CH3:27])=[N:25][N:26]=3)[C:18]=2[CH:17]=[C:16]1[C:28]([OH:30])=O)[C:9]1[CH:14]=[CH:13][CH:12]=[CH:11][CH:10]=1.[CH:31]([N:34](CC)[CH:35](C)C)(C)C.F[P-](F)(F)(F)(F)F.C[N+](C)=C(N(C)C)ON1C2N=CC=CC=2N=N1.CNC.C1COCC1. Product: [CH2:8]([N:15]1[C:19]2[CH:20]=[CH:21][C:22]3[N:23]([C:24]([CH3:27])=[N:25][N:26]=3)[C:18]=2[CH:17]=[C:16]1[C:28]([N:34]([CH3:35])[CH3:31])=[O:30])[C:9]1[CH:10]=[CH:11][CH:12]=[CH:13][CH:14]=1. The catalyst class is: 121. (2) The catalyst class is: 711. Product: [CH2:13]([O:8][C:5]1[CH:6]=[CH:7][C:2]([Cl:1])=[C:3]([N+:9]([O-:11])=[O:10])[CH:4]=1)[C:14]1[CH:19]=[CH:18][CH:17]=[CH:16][CH:15]=1. Reactant: [Cl:1][C:2]1[CH:7]=[CH:6][C:5]([OH:8])=[CH:4][C:3]=1[N+:9]([O-:11])=[O:10].Br[CH2:13][C:14]1[CH:19]=[CH:18][CH:17]=[CH:16][CH:15]=1.C(=O)([O-])[O-].[K+].[K+]. (3) Reactant: C([O:5][C:6]([N:8]1[CH2:12][CH2:11][CH:10]([N:13]2[CH2:18][CH2:17][CH:16]([C:19]3[CH:24]=[CH:23][CH:22]=[CH:21][CH:20]=3)[CH2:15][CH2:14]2)[CH2:9]1)=O)(C)(C)C.CCN(CC)CC.[Br:32][CH2:33]C(Br)=O. Product: [Br:32][CH2:33][C:6]([N:8]1[CH2:12][CH2:11][CH:10]([N:13]2[CH2:18][CH2:17][CH:16]([C:19]3[CH:24]=[CH:23][CH:22]=[CH:21][CH:20]=3)[CH2:15][CH2:14]2)[CH2:9]1)=[O:5]. The catalyst class is: 1. (4) Reactant: [C:1]([C@H]1CC[C@H](NC(=O)OC(C)(C)C)CC1)(=[O:4])[CH2:2][CH3:3].C[Si]([N-][Si](C)(C)C)(C)C.[Na+].[F:29][C:30]([F:49])([F:48])[S:31](N(C1C=CC=CN=1)[S:31]([C:30]([F:49])([F:48])[F:29])(=[O:33])=[O:32])(=[O:33])=[O:32]. Product: [F:29][C:30]([F:49])([F:48])[S:31]([O:4][CH:1]=[CH:2][CH3:3])(=[O:33])=[O:32]. The catalyst class is: 1. (5) Reactant: [Br:1]N1C(=O)CCC1=O.[CH3:9][O:10][C:11]([C:13]1[C:14]([NH2:22])=[C:15]2[C:19](=[CH:20][CH:21]=1)[CH2:18][CH2:17][CH2:16]2)=[O:12].C(OCC)(=O)C. Product: [CH3:9][O:10][C:11]([C:13]1[C:14]([NH2:22])=[C:15]2[C:19](=[C:20]([Br:1])[CH:21]=1)[CH2:18][CH2:17][CH2:16]2)=[O:12]. The catalyst class is: 15.